Task: Predict the reactants needed to synthesize the given product.. Dataset: Full USPTO retrosynthesis dataset with 1.9M reactions from patents (1976-2016) (1) Given the product [C:17]([O:16][C:14]([N:5]([CH2:1][CH2:2][CH2:3][CH3:4])[NH2:6])=[O:15])([CH3:20])([CH3:19])[CH3:18], predict the reactants needed to synthesize it. The reactants are: [CH2:1]([NH:5][NH2:6])[CH2:2][CH2:3][CH3:4].C(N(CC)CC)C.[C:14](O[C:14]([O:16][C:17]([CH3:20])([CH3:19])[CH3:18])=[O:15])([O:16][C:17]([CH3:20])([CH3:19])[CH3:18])=[O:15].O. (2) The reactants are: [CH3:1][O:2][CH2:3][CH2:4][N:5]1[CH:9]=[C:8]([NH:10][C:11]([NH:13][C:14]2[CH:19]=[CH:18][C:17]([O:20][C:21]([F:24])([F:23])[F:22])=[CH:16][CH:15]=2)=[O:12])[N:7]=[C:6]1[C:25]([OH:27])=O.C1N=CN(C(N2C=NC=C2)=O)C=1.O.[N:41]1[CH:46]=[CH:45][CH:44]=[C:43]([CH2:47][NH2:48])[CH:42]=1. Given the product [CH3:1][O:2][CH2:3][CH2:4][N:5]1[CH:9]=[C:8]([NH:10][C:11]([NH:13][C:14]2[CH:15]=[CH:16][C:17]([O:20][C:21]([F:23])([F:22])[F:24])=[CH:18][CH:19]=2)=[O:12])[N:7]=[C:6]1[C:25]([NH:48][CH2:47][C:43]1[CH:42]=[N:41][CH:46]=[CH:45][CH:44]=1)=[O:27], predict the reactants needed to synthesize it. (3) Given the product [Cl:1][C:2]1[N:7]=[C:6]([S:8][CH3:9])[N:5]=[C:4]([NH:10][C:11]2[C:12]([NH2:18])=[CH:13][C:14]([CH3:17])=[CH:15][CH:16]=2)[CH:3]=1, predict the reactants needed to synthesize it. The reactants are: [Cl:1][C:2]1[N:7]=[C:6]([S:8][CH3:9])[N:5]=[C:4]([NH:10][C:11]2[CH:16]=[CH:15][C:14]([CH3:17])=[CH:13][C:12]=2[NH:18]C(=O)C)[CH:3]=1.C(=O)(O)[O-].[Na+].